This data is from Reaction yield outcomes from USPTO patents with 853,638 reactions. The task is: Predict the reaction yield, written as a fraction of the theoretical maximum amount of product (1.0 means a 100% yield; for example, 0.34 means a 34% yield). (1) The catalyst is C(OCC)C. The reactants are [N:1]1[CH:6]=[CH:5][CH:4]=[C:3]([CH2:7][NH2:8])[CH:2]=1.C(N(CC)CC)C.Cl[C:17]([O:19][C:20]1[CH:25]=[CH:24][C:23]([N+:26]([O-:28])=[O:27])=[CH:22][CH:21]=1)=[O:18].O. The product is [N+:26]([C:23]1[CH:22]=[CH:21][C:20]([O:19][C:17](=[O:18])[NH:8][CH2:7][C:3]2[CH:2]=[N:1][CH:6]=[CH:5][CH:4]=2)=[CH:25][CH:24]=1)([O-:28])=[O:27]. The yield is 0.220. (2) The reactants are [F:1][CH:2]([F:17])[C:3]1[CH:7]=[C:6]([C:8]2[CH:14]=[CH:13][C:11]([NH2:12])=[CH:10][C:9]=2[F:15])[N:5]([CH3:16])[N:4]=1.[F:18][C:19]1[CH:27]=[CH:26][C:22]([C:23](Cl)=[O:24])=[C:21]([CH3:28])[CH:20]=1.CCN(C(C)C)C(C)C.C([O-])(O)=O.[Na+].CC(=O)OCC. The catalyst is C(Cl)Cl. The product is [F:17][CH:2]([F:1])[C:3]1[CH:7]=[C:6]([C:8]2[CH:14]=[CH:13][C:11]([NH:12][C:23](=[O:24])[C:22]3[CH:26]=[CH:27][C:19]([F:18])=[CH:20][C:21]=3[CH3:28])=[CH:10][C:9]=2[F:15])[N:5]([CH3:16])[N:4]=1. The yield is 0.443. (3) The reactants are [NH2:1][C:2]1[CH:7]=[C:6]([CH:8]([OH:10])[CH3:9])[CH:5]=[CH:4][N:3]=1.[H-].[Na+].F[C:14]1[C:23]2[C:18](=[CH:19][CH:20]=[CH:21][CH:22]=2)[C:17]([N+:24]([O-:26])=[O:25])=[CH:16][CH:15]=1. The catalyst is CN(C=O)C. The product is [N+:24]([C:17]1[C:18]2[C:23](=[CH:22][CH:21]=[CH:20][CH:19]=2)[C:14]([O:10][CH:8]([C:6]2[CH:5]=[CH:4][N:3]=[C:2]([NH2:1])[CH:7]=2)[CH3:9])=[CH:15][CH:16]=1)([O-:26])=[O:25]. The yield is 0.570. (4) The reactants are [Cl:1][C:2]1[CH:7]=[C:6]([Cl:8])[CH:5]=[CH:4][C:3]=1[CH2:9][CH2:10][NH:11][C:12]1[N:17]=[C:16]([O:18][CH3:19])[N:15]=[C:14]([C:20]2[CH:21]=[C:22]([C:26]([CH3:31])([CH3:30])[C:27]([OH:29])=[O:28])[CH:23]=[CH:24][CH:25]=2)[CH:13]=1.Cl. The catalyst is CO.CCOCC. The product is [ClH:1].[Cl:1][C:2]1[CH:7]=[C:6]([Cl:8])[CH:5]=[CH:4][C:3]=1[CH2:9][CH2:10][NH:11][C:12]1[N:17]=[C:16]([O:18][CH3:19])[N:15]=[C:14]([C:20]2[CH:21]=[C:22]([C:26]([CH3:31])([CH3:30])[C:27]([OH:29])=[O:28])[CH:23]=[CH:24][CH:25]=2)[CH:13]=1. The yield is 0.870. (5) The reactants are [CH:1]1[C:2]([C:10]([O:12][CH3:13])=[O:11])=[CH:3][N:4]2[C:9]=1[CH2:8][CH2:7][CH2:6][CH2:5]2.I[CH2:15][C:16]#[N:17].OO. The catalyst is O.O.O.O.O.O.O.S([O-])([O-])(=O)=O.[Fe+2].CS(C)=O. The product is [C:16]([CH2:15][C:3]1[N:4]2[C:9]([CH2:8][CH2:7][CH2:6][CH2:5]2)=[CH:1][C:2]=1[C:10]([O:12][CH3:13])=[O:11])#[N:17]. The yield is 0.780. (6) The reactants are [CH2:1]([O:8][CH2:9][N:10]1[C:14]([C:15]([NH:17][CH3:18])=[O:16])=[C:13]([NH:19][C:20]2[CH:25]=[CH:24][C:23]([Cl:26])=[CH:22][C:21]=2[Cl:27])[N:12]=[C:11]1[CH2:28][CH3:29])[C:2]1[CH:7]=[CH:6][CH:5]=[CH:4][CH:3]=1.C=O.[CH3:32]C1C=CC(S(O)(=O)=O)=CC=1.O.C([O-])(O)=O.[Na+]. The catalyst is C1(C)C=CC=CC=1. The product is [CH2:1]([O:8][CH2:9][N:10]1[C:14]2[C:15](=[O:16])[N:17]([CH3:32])[CH2:18][N:19]([C:20]3[CH:25]=[CH:24][C:23]([Cl:26])=[CH:22][C:21]=3[Cl:27])[C:13]=2[N:12]=[C:11]1[CH2:28][CH3:29])[C:2]1[CH:3]=[CH:4][CH:5]=[CH:6][CH:7]=1. The yield is 0.580.